This data is from Peptide-MHC class I binding affinity with 185,985 pairs from IEDB/IMGT. The task is: Regression. Given a peptide amino acid sequence and an MHC pseudo amino acid sequence, predict their binding affinity value. This is MHC class I binding data. (1) The peptide sequence is PLPVSRLVSL. The MHC is HLA-A02:02 with pseudo-sequence HLA-A02:02. The binding affinity (normalized) is 0. (2) The peptide sequence is ELCAEAEEL. The MHC is HLA-A02:02 with pseudo-sequence HLA-A02:02. The binding affinity (normalized) is 0.513. (3) The peptide sequence is VILFIMFMLI. The MHC is H-2-Kb with pseudo-sequence H-2-Kb. The binding affinity (normalized) is 0.254. (4) The peptide sequence is ALVFLILCFT. The MHC is HLA-A02:03 with pseudo-sequence HLA-A02:03. The binding affinity (normalized) is 0.351. (5) The MHC is HLA-A02:12 with pseudo-sequence HLA-A02:12. The peptide sequence is ERYPGGVSL. The binding affinity (normalized) is 0.0847. (6) The peptide sequence is FTLIDIWFL. The MHC is HLA-A02:01 with pseudo-sequence HLA-A02:01. The binding affinity (normalized) is 1.00. (7) The peptide sequence is ITDFHERPV. The MHC is HLA-A02:01 with pseudo-sequence HLA-A02:01. The binding affinity (normalized) is 0.200.